From a dataset of Full USPTO retrosynthesis dataset with 1.9M reactions from patents (1976-2016). Predict the reactants needed to synthesize the given product. (1) Given the product [OH:36][CH2:35][CH:34]([NH:33][C:23]([C:21]1[S:22][C:18]2[CH:17]=[CH:16][C:15]([NH:14][S:11]([C:8]3[CH:7]=[CH:6][C:5]([C:1]([CH3:4])([CH3:2])[CH3:3])=[CH:10][CH:9]=3)(=[O:12])=[O:13])=[CH:32][C:19]=2[C:20]=1[C:26]1[CH:31]=[CH:30][CH:29]=[CH:28][CH:27]=1)=[O:25])[CH3:37], predict the reactants needed to synthesize it. The reactants are: [C:1]([C:5]1[CH:10]=[CH:9][C:8]([S:11]([NH:14][C:15]2[CH:16]=[CH:17][C:18]3[S:22][C:21]([C:23]([OH:25])=O)=[C:20]([C:26]4[CH:31]=[CH:30][CH:29]=[CH:28][CH:27]=4)[C:19]=3[CH:32]=2)(=[O:13])=[O:12])=[CH:7][CH:6]=1)([CH3:4])([CH3:3])[CH3:2].[NH2:33][CH:34]([CH3:37])[CH2:35][OH:36]. (2) Given the product [Br:15][CH2:1][C:2]1[CH:7]=[CH:6][C:5]([N+:8]([O-:10])=[O:9])=[CH:4][C:3]=1[C:11]([F:12])([F:13])[F:14], predict the reactants needed to synthesize it. The reactants are: [CH3:1][C:2]1[CH:7]=[CH:6][C:5]([N+:8]([O-:10])=[O:9])=[CH:4][C:3]=1[C:11]([F:14])([F:13])[F:12].[Br:15]N1C(=O)CCC1=O.N(C(C)(C)C#N)=NC(C)(C)C#N. (3) Given the product [CH3:11][O:12][C:13]([CH:15]1[CH2:21][CH2:20][CH2:19][CH2:18][CH2:17][CH:16]1[NH:6][N:5]([CH2:2][CH:3]=[CH2:4])[CH:7]1[CH2:10][CH2:9][CH2:8]1)=[O:14], predict the reactants needed to synthesize it. The reactants are: Cl.[CH2:2]([N:5]([CH:7]1[CH2:10][CH2:9][CH2:8]1)[NH2:6])[CH:3]=[CH2:4].[CH3:11][O:12][C:13]([CH:15]1[CH2:21][CH2:20][CH2:19][CH2:18][CH2:17][C:16]1=O)=[O:14].C([O-])(=O)C.[Na+].C([BH3-])#N.[Na+]. (4) Given the product [CH3:37][N:2]([CH3:1])[CH2:3][CH2:4][N:5]1[CH:9]=[C:8]([C:10]2[CH:36]=[CH:35][C:13]3[N:14]([C:17]4[CH:18]=[C:19]([NH:31][S:41]([CH:38]5[CH2:40][CH2:39]5)(=[O:43])=[O:42])[CH:20]=[C:21]([C:23]5[CH:28]=[CH:27][C:26]([F:29])=[CH:25][C:24]=5[F:30])[CH:22]=4)[CH:15]=[N:16][C:12]=3[CH:11]=2)[N:7]=[N:6]1, predict the reactants needed to synthesize it. The reactants are: [CH3:1][N:2]([CH3:37])[CH2:3][CH2:4][N:5]1[CH:9]=[C:8]([C:10]2[CH:36]=[CH:35][C:13]3[N:14]([C:17]4[CH:18]=[C:19]([NH:31]C(=O)C)[CH:20]=[C:21]([C:23]5[CH:28]=[CH:27][C:26]([F:29])=[CH:25][C:24]=5[F:30])[CH:22]=4)[CH:15]=[N:16][C:12]=3[CH:11]=2)[N:7]=[N:6]1.[CH:38]1([S:41](Cl)(=[O:43])=[O:42])[CH2:40][CH2:39]1. (5) The reactants are: [CH:1]1[C:2]([C:10]([O:12][CH2:13][CH3:14])=[O:11])=[CH:3][N:4]2[C:9]=1[CH:8]=[CH:7][CH:6]=[CH:5]2.C([O-])([O-])=O.[Cs+].[Cs+].Cl[C:22]1[CH:27]=[CH:26][CH:25]=[CH:24][C:23]=1[CH3:28]. Given the product [CH3:28][C:23]1[CH:24]=[CH:25][CH:26]=[CH:27][C:22]=1[C:3]1[N:4]2[C:9]([CH:8]=[CH:7][CH:6]=[CH:5]2)=[CH:1][C:2]=1[C:10]([O:12][CH2:13][CH3:14])=[O:11], predict the reactants needed to synthesize it. (6) Given the product [CH3:1][O:2][C:3]([C@@H:5]1[C@H:9]([O:10][C:37](=[O:44])[C:38]2[CH:43]=[CH:42][CH:41]=[CH:40][CH:39]=2)[CH2:8][CH2:7][N:6]1[C:11]([O:13][C:14]([CH3:17])([CH3:16])[CH3:15])=[O:12])=[O:4], predict the reactants needed to synthesize it. The reactants are: [CH3:1][O:2][C:3]([C@@H:5]1[C@@H:9]([OH:10])[CH2:8][CH2:7][N:6]1[C:11]([O:13][C:14]([CH3:17])([CH3:16])[CH3:15])=[O:12])=[O:4].C1C=CC(P(C2C=CC=CC=2)C2C=CC=CC=2)=CC=1.[C:37](O)(=[O:44])[C:38]1[CH:43]=[CH:42][CH:41]=[CH:40][CH:39]=1.CCOC(/N=N/C(OCC)=O)=O.